From a dataset of Reaction yield outcomes from USPTO patents with 853,638 reactions. Predict the reaction yield, written as a fraction of the theoretical maximum amount of product (1.0 means a 100% yield; for example, 0.34 means a 34% yield). (1) The reactants are [CH2:1]([N:8]1[C:13](=[O:14])[C:12]2=[C:15]([C:18](O)=[O:19])[CH:16]=[CH:17][N:11]2[N:10]=[C:9]1[CH:21]([N:24]([CH2:34][CH2:35][CH2:36][NH:37][C:38]([O:40][C:41]([CH3:44])([CH3:43])[CH3:42])=[O:39])[C:25](=[O:33])[C:26]1[CH:31]=[CH:30][C:29]([CH3:32])=[CH:28][CH:27]=1)[CH2:22][CH3:23])[C:2]1[CH:7]=[CH:6][CH:5]=[CH:4][CH:3]=1.C1C=CC2N(O)N=NC=2C=1.C[CH2:56][N:57]=[C:58]=NCCCN(C)C.CNC.CCN(C(C)C)C(C)C. The catalyst is CN(C=O)C. The product is [C:41]([O:40][C:38](=[O:39])[NH:37][CH2:36][CH2:35][CH2:34][N:24]([CH:21]([C:9]1[N:8]([CH2:1][C:2]2[CH:7]=[CH:6][CH:5]=[CH:4][CH:3]=2)[C:13](=[O:14])[C:12]2=[C:15]([C:18](=[O:19])[N:57]([CH3:58])[CH3:56])[CH:16]=[CH:17][N:11]2[N:10]=1)[CH2:22][CH3:23])[C:25](=[O:33])[C:26]1[CH:27]=[CH:28][C:29]([CH3:32])=[CH:30][CH:31]=1)([CH3:43])([CH3:42])[CH3:44]. The yield is 0.330. (2) The reactants are [Cl:1][C:2]1[CH:10]=[CH:9][CH:8]=[C:7]([CH:11]2[CH2:16][CH2:15][CH2:14][CH2:13][CH2:12]2)[C:3]=1[C:4](O)=[O:5].O=S(Cl)[Cl:19]. No catalyst specified. The product is [Cl:1][C:2]1[CH:10]=[CH:9][CH:8]=[C:7]([CH:11]2[CH2:16][CH2:15][CH2:14][CH2:13][CH2:12]2)[C:3]=1[C:4]([Cl:19])=[O:5]. The yield is 0.930. (3) The reactants are [CH3:1][CH:2]([CH3:34])[CH2:3][CH2:4][N:5]([CH2:29][CH2:30][CH:31]([CH3:33])[CH3:32])[C:6]([C:8]1[CH:9]=[CH:10][C:11]([N+:26]([O-])=O)=[C:12]([NH:14][CH2:15][CH2:16][CH2:17][NH:18][C:19](=[O:25])[O:20][C:21]([CH3:24])([CH3:23])[CH3:22])[CH:13]=1)=[O:7]. The catalyst is C(OCC)(=O)C.C(O)C.[Pd]. The product is [NH2:26][C:11]1[CH:10]=[CH:9][C:8]([C:6]([N:5]([CH2:29][CH2:30][CH:31]([CH3:33])[CH3:32])[CH2:4][CH2:3][CH:2]([CH3:34])[CH3:1])=[O:7])=[CH:13][C:12]=1[NH:14][CH2:15][CH2:16][CH2:17][NH:18][C:19](=[O:25])[O:20][C:21]([CH3:24])([CH3:23])[CH3:22]. The yield is 0.890. (4) The reactants are Br[CH:2]1[CH2:14][CH2:13][C:12]2[C:11]3[C:6](=[CH:7][CH:8]=[C:9]([Br:15])[CH:10]=3)[NH:5][C:4]=2[C:3]1=[O:16].[Li+].[Br-]. The catalyst is CN(C=O)C. The product is [Br:15][C:9]1[CH:10]=[C:11]2[C:6](=[CH:7][CH:8]=1)[NH:5][C:4]1[C:3]([OH:16])=[CH:2][CH:14]=[CH:13][C:12]2=1. The yield is 0.690. (5) The reactants are C(OC[N:10]1[C:14]2=[N:15][CH:16]=[CH:17][C:18]([O:19][C:20]3[CH:26]=[CH:25][C:23]([NH2:24])=[CH:22][CH:21]=3)=[C:13]2[CH:12]=[CH:11]1)C1C=CC=CC=1. The catalyst is CO.Cl.[C].[Pd]. The product is [NH:10]1[C:14]2=[N:15][CH:16]=[CH:17][C:18]([O:19][C:20]3[CH:26]=[CH:25][C:23]([NH2:24])=[CH:22][CH:21]=3)=[C:13]2[CH:12]=[CH:11]1. The yield is 0.750.